Dataset: Full USPTO retrosynthesis dataset with 1.9M reactions from patents (1976-2016). Task: Predict the reactants needed to synthesize the given product. (1) Given the product [CH3:62][O:61][CH2:60][CH2:59][O:58][CH2:57][CH2:56][O:55][CH2:54][CH2:53][O:52][CH2:51][CH2:50][O:49][CH2:48][CH2:47][O:46][CH2:45][CH2:44][O:43][C:42](=[O:63])[NH:1][C@@H:2]1[CH2:7][CH2:6][N:5]([C:8]2[CH:13]=[C:12]([C:14]#[N:15])[CH:11]=[C:10]([NH:16][C:17]3[N:22]=[C:21]([NH:23][CH2:24][CH3:25])[C:20]4=[N:26][CH:27]=[C:28]([C:29]#[N:30])[N:19]4[N:18]=3)[C:9]=2[Cl:31])[CH2:4][C@H:3]1[OH:32], predict the reactants needed to synthesize it. The reactants are: [NH2:1][C@@H:2]1[CH2:7][CH2:6][N:5]([C:8]2[C:9]([Cl:31])=[C:10]([NH:16][C:17]3[N:22]=[C:21]([NH:23][CH2:24][CH3:25])[C:20]4=[N:26][CH:27]=[C:28]([C:29]#[N:30])[N:19]4[N:18]=3)[CH:11]=[C:12]([C:14]#[N:15])[CH:13]=2)[CH2:4][C@H:3]1[OH:32].CCN(C(C)C)C(C)C.[C:42](Cl)(=[O:63])[O:43][CH2:44][CH2:45][O:46][CH2:47][CH2:48][O:49][CH2:50][CH2:51][O:52][CH2:53][CH2:54][O:55][CH2:56][CH2:57][O:58][CH2:59][CH2:60][O:61][CH3:62]. (2) Given the product [Br:1][C:2]1[CH:10]=[CH:9][C:5]([C:6]([O:8][CH2:12][CH3:13])=[O:7])=[CH:4][C:3]=1[OH:11], predict the reactants needed to synthesize it. The reactants are: [Br:1][C:2]1[CH:10]=[CH:9][C:5]([C:6]([OH:8])=[O:7])=[CH:4][C:3]=1[OH:11].[CH3:12][CH2:13]O.CS(O)(=O)=O.